Dataset: Full USPTO retrosynthesis dataset with 1.9M reactions from patents (1976-2016). Task: Predict the reactants needed to synthesize the given product. (1) Given the product [C:4]([O:3][C:1]([NH:8][C@H:9]([C:14]([N:24]([O:33][CH3:34])[CH3:28])=[O:16])[CH2:10][CH2:11][S:12][CH3:13])=[O:2])([CH3:5])([CH3:6])[CH3:7], predict the reactants needed to synthesize it. The reactants are: [C:1]([NH:8][C@H:9]([C:14]([OH:16])=O)[CH2:10][CH2:11][S:12][CH3:13])([O:3][C:4]([CH3:7])([CH3:6])[CH3:5])=[O:2].F[P-](F)(F)(F)(F)F.[N:24]1([O:33][C:34](N(C)C)=[N+](C)C)[C:28]2N=CC=CC=2N=N1.Cl.CNOC.C(N(CC)CC)C. (2) Given the product [Cl:17][C:13]1[CH:12]=[C:11]([C:10]2[CH:9]=[N:8][N:5]3[CH:6]=[CH:7][C:2]([NH:18][CH:19]4[CH2:24][CH2:23][C:22](=[O:25])[CH2:21][CH2:20]4)=[N:3][C:4]=23)[CH:16]=[CH:15][CH:14]=1, predict the reactants needed to synthesize it. The reactants are: Cl[C:2]1[CH:7]=[CH:6][N:5]2[N:8]=[CH:9][C:10]([C:11]3[CH:16]=[CH:15][CH:14]=[C:13]([Cl:17])[CH:12]=3)=[C:4]2[N:3]=1.[NH2:18][CH:19]1[CH2:24][CH2:23][C:22](=[O:25])[CH2:21][CH2:20]1.CCN(C(C)C)C(C)C. (3) Given the product [CH3:11][O:10][C:7]1[CH:8]=[CH:9][C:4]2[N:5]([CH:12]=[C:2]([C:18]3[CH:17]=[CH:16][C:15]([NH:31][CH3:30])=[N:20][CH:19]=3)[N:3]=2)[CH:6]=1, predict the reactants needed to synthesize it. The reactants are: Br[C:2]1[N:3]=[C:4]2[CH:9]=[CH:8][C:7]([O:10][CH3:11])=[CH:6][N:5]2[CH:12]=1.CO[C:15]1[N:20]=[CH:19][C:18](B(O)O)=[CH:17][CH:16]=1.C([O-])([O-])=O.[K+].[K+].[CH3:30][N:31](C=O)C.